This data is from Reaction yield outcomes from USPTO patents with 853,638 reactions. The task is: Predict the reaction yield, written as a fraction of the theoretical maximum amount of product (1.0 means a 100% yield; for example, 0.34 means a 34% yield). The reactants are [CH3:1][C:2]1([CH3:31])[CH2:11][C:10]2[C:5](=[CH:6][CH:7]=[C:8]([C:12]([O:14]C)=[O:13])[CH:9]=2)[NH:4][CH:3]1[C:16]1[CH:21]=[CH:20][CH:19]=[CH:18][C:17]=1[NH:22][C:23](=[O:30])[C:24]1[CH:29]=[CH:28][CH:27]=[CH:26][N:25]=1.[OH-].[Na+]. The catalyst is O1CCCC1. The product is [CH3:1][C:2]1([CH3:31])[CH2:11][C:10]2[C:5](=[CH:6][CH:7]=[C:8]([C:12]([OH:14])=[O:13])[CH:9]=2)[NH:4][CH:3]1[C:16]1[CH:21]=[CH:20][CH:19]=[CH:18][C:17]=1[NH:22][C:23](=[O:30])[C:24]1[CH:29]=[CH:28][CH:27]=[CH:26][N:25]=1. The yield is 0.650.